The task is: Predict the reaction yield, written as a fraction of the theoretical maximum amount of product (1.0 means a 100% yield; for example, 0.34 means a 34% yield).. This data is from Reaction yield outcomes from USPTO patents with 853,638 reactions. The reactants are Br[C:2]1[CH:3]=[C:4]2[C:9](=[CH:10][CH:11]=1)[CH:8]=[C:7]([N:12]([CH3:14])[CH3:13])[CH:6]=[CH:5]2.[OH:15][C:16]1[CH:21]=[CH:20][C:19](B(O)O)=[CH:18][CH:17]=1. The catalyst is C1(C)C=CC=CC=1.C(O)C.C1(P(C2C=CC=CC=2)C2C=CC=CC=2)C=CC=CC=1.C1(P(C2C=CC=CC=2)C2C=CC=CC=2)C=CC=CC=1.C1(P(C2C=CC=CC=2)C2C=CC=CC=2)C=CC=CC=1.C1(P(C2C=CC=CC=2)C2C=CC=CC=2)C=CC=CC=1.[Pd]. The product is [CH3:13][N:12]([CH3:14])[C:7]1[CH:8]=[C:9]2[C:4](=[CH:5][CH:6]=1)[CH:3]=[C:2]([C:19]1[CH:20]=[CH:21][C:16]([OH:15])=[CH:17][CH:18]=1)[CH:11]=[CH:10]2. The yield is 0.340.